This data is from Peptide-MHC class I binding affinity with 185,985 pairs from IEDB/IMGT. The task is: Regression. Given a peptide amino acid sequence and an MHC pseudo amino acid sequence, predict their binding affinity value. This is MHC class I binding data. (1) The MHC is HLA-B07:02 with pseudo-sequence HLA-B07:02. The binding affinity (normalized) is 0.0847. The peptide sequence is KRASGDPYF. (2) The peptide sequence is LLYFILFFV. The MHC is HLA-A68:02 with pseudo-sequence HLA-A68:02. The binding affinity (normalized) is 0.0716. (3) The peptide sequence is NLDDVYSYI. The MHC is HLA-A68:02 with pseudo-sequence HLA-A68:02. The binding affinity (normalized) is 0.359. (4) The peptide sequence is YVVSRRGDL. The MHC is HLA-B08:01 with pseudo-sequence HLA-B08:01. The binding affinity (normalized) is 0. (5) The peptide sequence is KVALYRRIQR. The MHC is HLA-B07:02 with pseudo-sequence HLA-B07:02. The binding affinity (normalized) is 0.